This data is from Full USPTO retrosynthesis dataset with 1.9M reactions from patents (1976-2016). The task is: Predict the reactants needed to synthesize the given product. (1) Given the product [N:20]1([CH2:2][C:3]2[CH:8]=[CH:7][C:6]([O:9][C:10](=[O:19])[N:11]([CH3:18])[C:12]3[CH:17]=[CH:16][CH:15]=[CH:14][CH:13]=3)=[CH:5][CH:4]=2)[CH:24]=[N:23][N:22]=[N:21]1, predict the reactants needed to synthesize it. The reactants are: O[CH2:2][C:3]1[CH:8]=[CH:7][C:6]([O:9][C:10](=[O:19])[N:11]([CH3:18])[C:12]2[CH:17]=[CH:16][CH:15]=[CH:14][CH:13]=2)=[CH:5][CH:4]=1.[NH:20]1[CH:24]=[N:23][N:22]=[N:21]1. (2) Given the product [NH2:8][CH2:9][C:10]([F:23])([F:24])[CH2:11][O:12][CH2:13][CH2:14][CH2:15][C:16]([O:18][C:19]([CH3:20])([CH3:21])[CH3:22])=[O:17], predict the reactants needed to synthesize it. The reactants are: C([N:8](CC1C=CC=CC=1)[CH2:9][C:10]([F:24])([F:23])[CH2:11][O:12][CH2:13][CH2:14][CH2:15][C:16]([O:18][C:19]([CH3:22])([CH3:21])[CH3:20])=[O:17])C1C=CC=CC=1.C(O)(C(F)(F)F)=O.